Regression. Given a peptide amino acid sequence and an MHC pseudo amino acid sequence, predict their binding affinity value. This is MHC class II binding data. From a dataset of Peptide-MHC class II binding affinity with 134,281 pairs from IEDB. (1) The peptide sequence is AKATAGTTVYGAFAA. The MHC is HLA-DPA10103-DPB10601 with pseudo-sequence HLA-DPA10103-DPB10601. The binding affinity (normalized) is 0.0893. (2) The peptide sequence is EEFCTLASRFLVEED. The MHC is DRB1_1501 with pseudo-sequence DRB1_1501. The binding affinity (normalized) is 0.560. (3) The peptide sequence is LSQLQTYMIQFDQYI. The MHC is DRB3_0202 with pseudo-sequence DRB3_0202. The binding affinity (normalized) is 0.219. (4) The peptide sequence is VTMNDVKIEYSGTNN. The MHC is DRB1_1101 with pseudo-sequence DRB1_1101. The binding affinity (normalized) is 0.162.